Dataset: Reaction yield outcomes from USPTO patents with 853,638 reactions. Task: Predict the reaction yield, written as a fraction of the theoretical maximum amount of product (1.0 means a 100% yield; for example, 0.34 means a 34% yield). (1) The reactants are C(NC(C)C)(C)C.C([Li])CCC.[Cl:13][C:14]1[CH:19]=[C:18]([CH3:20])[CH:17]=[CH:16][N:15]=1.[C:21](=O)([O:25]CC)[O:22][CH2:23][CH3:24].CN(C)P(N(C)C)(N(C)C)=O. The catalyst is C1COCC1. The product is [Cl:13][C:14]1[CH:19]=[C:18]([CH2:20][C:21]([O:22][CH2:23][CH3:24])=[O:25])[CH:17]=[CH:16][N:15]=1. The yield is 0.755. (2) The reactants are [CH3:1][O:2][C:3]1[CH:4]=[C:5]2[C:10](=[CH:11][C:12]=1[O:13][CH3:14])[N:9]=[CH:8][NH:7][C:6]2=O.O.C([O-])([O-])=O.[Na+].[Na+].S(Cl)([Cl:25])=O. The catalyst is CN(C)C=O.ClCCl. The product is [Cl:25][C:6]1[C:5]2[C:10](=[CH:11][C:12]([O:13][CH3:14])=[C:3]([O:2][CH3:1])[CH:4]=2)[N:9]=[CH:8][N:7]=1. The yield is 0.790. (3) The reactants are [Cl-].[Al+3].[Cl-].[Cl-].[CH2:5]([O:7][C:8]1[CH:13]=[CH:12][CH:11]=[CH:10][CH:9]=1)[CH3:6].[Br:14][C:15]1[CH:16]=[CH:17][C:18]([Cl:24])=[C:19]([CH:23]=1)[C:20](Cl)=[O:21]. The catalyst is ClCCl. The product is [Br:14][C:15]1[CH:16]=[CH:17][C:18]([Cl:24])=[C:19]([C:20]([C:11]2[CH:12]=[CH:13][C:8]([O:7][CH2:5][CH3:6])=[CH:9][CH:10]=2)=[O:21])[CH:23]=1. The yield is 0.850. (4) The reactants are [Cl:1][C:2]1[CH:3]=[C:4]([N:23]([CH2:34][CH3:35])[CH:24]2[CH2:29][CH2:28][N:27]([CH2:30][CH2:31][O:32][CH3:33])[CH2:26][CH2:25]2)[C:5]([CH3:22])=[C:6]([CH:21]=1)[C:7]([NH:9][CH2:10][C:11]1[C:12]([O:19]C)=[N:13][N:14]([CH2:17][CH3:18])[C:15]=1[CH3:16])=[O:8].C(=O)(O)[O-].[Na+]. The catalyst is Cl. The product is [Cl:1][C:2]1[CH:3]=[C:4]([N:23]([CH2:34][CH3:35])[CH:24]2[CH2:29][CH2:28][N:27]([CH2:30][CH2:31][O:32][CH3:33])[CH2:26][CH2:25]2)[C:5]([CH3:22])=[C:6]([CH:21]=1)[C:7]([NH:9][CH2:10][C:11]1[C:12](=[O:19])[NH:13][N:14]([CH2:17][CH3:18])[C:15]=1[CH3:16])=[O:8]. The yield is 0.140. (5) The reactants are [C:1]1([S:7]([NH2:10])(=[O:9])=[O:8])[CH:6]=[CH:5][CH:4]=[CH:3][CH:2]=1.[H-].[Na+].[Cl:13][C:14]1[CH:15]=[C:16]([NH:30][C:31]2[C:40]3[C:35](=[CH:36][C:37]([O:43][CH2:44][CH2:45][CH2:46]Cl)=[C:38]([O:41][CH3:42])[CH:39]=3)[N:34]=[CH:33][C:32]=2[C:48]#[N:49])[CH:17]=[CH:18][C:19]=1[S:20][C:21]1[N:22]([CH2:28][CH3:29])[C:23]([CH3:27])=[C:24]([CH3:26])[N:25]=1. The catalyst is CN(C=O)C.[Cl-].[Na+].O. The product is [Cl:13][C:14]1[CH:15]=[C:16]([NH:30][C:31]2[C:40]3[C:35](=[CH:36][C:37]([O:43][CH2:44][CH2:45][CH2:46][NH:10][S:7]([C:1]4[CH:6]=[CH:5][CH:4]=[CH:3][CH:2]=4)(=[O:9])=[O:8])=[C:38]([O:41][CH3:42])[CH:39]=3)[N:34]=[CH:33][C:32]=2[C:48]#[N:49])[CH:17]=[CH:18][C:19]=1[S:20][C:21]1[N:22]([CH2:28][CH3:29])[C:23]([CH3:27])=[C:24]([CH3:26])[N:25]=1. The yield is 0.440. (6) The reactants are [Cl:1][C:2]1[CH:7]=[CH:6][N:5]=[C:4]2[CH:8]=[C:9]([C:11](Cl)=[O:12])[S:10][C:3]=12.[C:14]([NH:17][NH2:18])(=[O:16])[CH3:15]. The catalyst is ClCCl. The product is [C:14]([NH:17][NH:18][C:11]([C:9]1[S:10][C:3]2[C:4](=[N:5][CH:6]=[CH:7][C:2]=2[Cl:1])[CH:8]=1)=[O:12])(=[O:16])[CH3:15]. The yield is 0.850. (7) The catalyst is C1COCC1. The yield is 0.930. The product is [Cl:1][C:2]1[CH:3]=[C:4]2[C:8](=[CH:9][CH:10]=1)[N:7]([CH2:11][C:12]1[CH:13]=[C:14]([CH:19]=[CH:20][N:21]=1)[C:15]([OH:17])=[O:16])[N:6]=[CH:5]2. The reactants are [Cl:1][C:2]1[CH:3]=[C:4]2[C:8](=[CH:9][CH:10]=1)[N:7]([CH2:11][C:12]1[CH:13]=[C:14]([CH:19]=[CH:20][N:21]=1)[C:15]([O:17]C)=[O:16])[N:6]=[CH:5]2.O[Li].O.O. (8) The reactants are [Br:1][C:2]1[C:11]([CH2:12][OH:13])=[C:10]2[C:5]([NH:6][C:7]([CH3:16])([CH3:15])[C:8](=[O:14])[NH:9]2)=[CH:4][CH:3]=1.CI.[C:19](=O)([O-])[O-].[Cs+].[Cs+].C(OCC)(=O)C. The catalyst is CN(C)C=O.O. The product is [Br:1][C:2]1[C:11]([CH2:12][OH:13])=[C:10]2[C:5]([NH:6][C:7]([CH3:16])([CH3:15])[C:8](=[O:14])[N:9]2[CH3:19])=[CH:4][CH:3]=1. The yield is 0.690. (9) The reactants are N1CCCCC1.[ClH:7].[CH2:8]([C:11]1([N:21]2[CH2:26][CH2:25][CH2:24][CH2:23][CH2:22]2)[CH2:16][C:15]([CH3:18])([CH3:17])[CH2:14][C:13]([CH3:20])([CH3:19])[CH2:12]1)[CH:9]=[CH2:10].BrCC#C. No catalyst specified. The product is [ClH:7].[CH3:17][C:15]1([CH3:18])[CH2:14][C:13]([CH3:19])([CH3:20])[CH2:12][C:11]([N:21]2[CH2:26][CH2:25][CH2:24][CH2:23][CH2:22]2)([CH2:8][C:9]#[CH:10])[CH2:16]1. The yield is 0.0600.